Dataset: Full USPTO retrosynthesis dataset with 1.9M reactions from patents (1976-2016). Task: Predict the reactants needed to synthesize the given product. The reactants are: Cl.Cl.[CH3:3][C:4]1([N:8]2[CH2:12][CH2:11][CH2:10][CH2:9]2)[CH2:7][NH:6][CH2:5]1.CCN(C(C)C)C(C)C.[CH3:22][C:23]([O:26][C:27]([N:29]([C:47]([O:49][C:50]([CH3:53])([CH3:52])[CH3:51])=[O:48])[N:30]([C:38]1[C:43]([F:44])=[C:42](Cl)[N:41]=[C:40]([Cl:46])[N:39]=1)[C:31]([O:33][C:34]([CH3:37])([CH3:36])[CH3:35])=[O:32])=[O:28])([CH3:25])[CH3:24]. Given the product [Cl:46][C:40]1[N:39]=[C:38]([N:30]([C:31]([O:33][C:34]([CH3:37])([CH3:36])[CH3:35])=[O:32])[N:29]([C:27]([O:26][C:23]([CH3:22])([CH3:24])[CH3:25])=[O:28])[C:47]([O:49][C:50]([CH3:51])([CH3:52])[CH3:53])=[O:48])[C:43]([F:44])=[C:42]([N:6]2[CH2:7][C:4]([CH3:3])([N:8]3[CH2:12][CH2:11][CH2:10][CH2:9]3)[CH2:5]2)[N:41]=1, predict the reactants needed to synthesize it.